Dataset: Peptide-MHC class II binding affinity with 134,281 pairs from IEDB. Task: Regression. Given a peptide amino acid sequence and an MHC pseudo amino acid sequence, predict their binding affinity value. This is MHC class II binding data. (1) The peptide sequence is AITAMSEAQKAAKPA. The MHC is DRB4_0101 with pseudo-sequence DRB4_0103. The binding affinity (normalized) is 0.205. (2) The peptide sequence is AALTAGTTVYGAFAA. The MHC is HLA-DPA10103-DPB10601 with pseudo-sequence HLA-DPA10103-DPB10601. The binding affinity (normalized) is 0.0851. (3) The peptide sequence is KNKVNLLTHSINALI. The MHC is DRB1_0301 with pseudo-sequence DRB1_0301. The binding affinity (normalized) is 0.370. (4) The peptide sequence is EKKYFAATQFEPLLA. The MHC is HLA-DQA10301-DQB10302 with pseudo-sequence HLA-DQA10301-DQB10302. The binding affinity (normalized) is 0.404. (5) The peptide sequence is AAAAAVAAEAY. The MHC is DRB1_0401 with pseudo-sequence DRB1_0401. The binding affinity (normalized) is 0. (6) The peptide sequence is KIYHKCDNACIGSIR. The MHC is DRB1_1101 with pseudo-sequence DRB1_1101. The binding affinity (normalized) is 0.435. (7) The peptide sequence is YSKFLANVSTVLTGK. The MHC is DRB1_1001 with pseudo-sequence DRB1_1001. The binding affinity (normalized) is 0.744. (8) The peptide sequence is ASTNDDEVLIEVNPP. The MHC is HLA-DQA10201-DQB10402 with pseudo-sequence HLA-DQA10201-DQB10402. The binding affinity (normalized) is 0.199. (9) The peptide sequence is HTMWHVTRGAFLVRNHHHHHH. The MHC is HLA-DQA10102-DQB10501 with pseudo-sequence HLA-DQA10102-DQB10501. The binding affinity (normalized) is 0.452.